This data is from Forward reaction prediction with 1.9M reactions from USPTO patents (1976-2016). The task is: Predict the product of the given reaction. (1) Given the reactants CC1(C)C2C(=C(P(C3C=CC=CC=3)C3C=CC=CC=3)C=CC=2)OC2C(P(C3C=CC=CC=3)C3C=CC=CC=3)=CC=CC1=2.C([O-])([O-])=O.[Cs+].[Cs+].[N:49]1([C:54]2[S:55][C:56]3[C:57](=[O:63])[NH:58][CH2:59][CH2:60][C:61]=3[N:62]=2)[CH2:53][CH2:52][CH2:51][CH2:50]1.Cl[C:65]1[CH:70]=[C:69]([C:71]2[C:76]([CH3:77])=[CH:75][C:74]([CH3:78])=[CH:73][N:72]=2)[C:68]([Cl:79])=[CH:67][N:66]=1, predict the reaction product. The product is: [Cl:79][C:68]1[C:69]([C:71]2[C:76]([CH3:77])=[CH:75][C:74]([CH3:78])=[CH:73][N:72]=2)=[CH:70][C:65]([N:58]2[CH2:59][CH2:60][C:61]3[N:62]=[C:54]([N:49]4[CH2:53][CH2:52][CH2:51][CH2:50]4)[S:55][C:56]=3[C:57]2=[O:63])=[N:66][CH:67]=1. (2) Given the reactants [Cl:1][C:2]1[C:10]([F:11])=[CH:9][C:5]([C:6](Cl)=[O:7])=[C:4]([F:12])[CH:3]=1.Cl.[F:14][C:15]([F:20])([F:19])[C@@H:16]([NH2:18])[CH3:17].C(N(C(C)C)CC)(C)C.C([O-])(O)=O.[Na+], predict the reaction product. The product is: [Cl:1][C:2]1[C:10]([F:11])=[CH:9][C:5]([C:6]([NH:18][C@@H:16]([CH3:17])[C:15]([F:20])([F:19])[F:14])=[O:7])=[C:4]([F:12])[CH:3]=1. (3) Given the reactants [CH2:1]([O:8][C:9]1[CH:10]=[C:11]([CH:27]=[CH:28][CH:29]=1)/[CH:12]=[C:13](\[CH2:19][C:20]([O:22]C(C)(C)C)=[O:21])/[C:14]([O:16][CH2:17][CH3:18])=[O:15])[C:2]1[CH:7]=[CH:6][CH:5]=[CH:4][CH:3]=1.FC(F)(F)C(O)=O, predict the reaction product. The product is: [CH2:1]([O:8][C:9]1[CH:10]=[C:11](/[CH:12]=[C:13](/[C:14]([O:16][CH2:17][CH3:18])=[O:15])\[CH2:19][C:20]([OH:22])=[O:21])[CH:27]=[CH:28][CH:29]=1)[C:2]1[CH:3]=[CH:4][CH:5]=[CH:6][CH:7]=1. (4) Given the reactants C([O:3][C:4](=[O:37])[C:5]([CH2:20][C:21]1[CH:26]=[CH:25][C:24]([O:27][CH2:28][CH2:29][N:30]2[CH2:36][CH2:35][CH2:34][CH2:33][CH2:32][CH2:31]2)=[CH:23][CH:22]=1)([S:9]([C:12]1[CH:17]=[CH:16][C:15]([O:18][CH3:19])=[CH:14][CH:13]=1)(=[O:11])=[O:10])[CH2:6][CH2:7][CH3:8])C, predict the reaction product. The product is: [N:30]1([CH2:29][CH2:28][O:27][C:24]2[CH:23]=[CH:22][C:21]([CH2:20][C:5]([S:9]([C:12]3[CH:13]=[CH:14][C:15]([O:18][CH3:19])=[CH:16][CH:17]=3)(=[O:10])=[O:11])([CH2:6][CH2:7][CH3:8])[C:4]([OH:37])=[O:3])=[CH:26][CH:25]=2)[CH2:36][CH2:35][CH2:34][CH2:33][CH2:32][CH2:31]1. (5) Given the reactants [CH2:1]1[C:10]2[C:5](=[CH:6][CH:7]=[CH:8][CH:9]=2)[CH2:4][CH2:3][C:2]1=[O:11].[F:12][C:13]([F:26])([F:25])[S:14](O[S:14]([C:13]([F:26])([F:25])[F:12])(=[O:16])=[O:15])(=[O:16])=[O:15], predict the reaction product. The product is: [F:12][C:13]([F:26])([F:25])[S:14]([O:11][C:2]1[CH2:1][C:10]2[C:5]([CH2:4][CH:3]=1)=[CH:6][CH:7]=[CH:8][CH:9]=2)(=[O:16])=[O:15].